This data is from Peptide-MHC class I binding affinity with 185,985 pairs from IEDB/IMGT. The task is: Regression. Given a peptide amino acid sequence and an MHC pseudo amino acid sequence, predict their binding affinity value. This is MHC class I binding data. The peptide sequence is RRNRKALWL. The MHC is HLA-B15:01 with pseudo-sequence HLA-B15:01. The binding affinity (normalized) is 0.0847.